Dataset: Full USPTO retrosynthesis dataset with 1.9M reactions from patents (1976-2016). Task: Predict the reactants needed to synthesize the given product. (1) Given the product [CH2:1]([N:3]([CH2:4][CH3:5])[CH2:11][C:15]#[C:14][CH2:13][OH:16])[CH3:2], predict the reactants needed to synthesize it. The reactants are: [CH2:1]([NH:3][CH2:4][CH3:5])[CH3:2].S(=O)(=O)(O)O.[CH2:11]=O.[CH2:13]([OH:16])[C:14]#[CH:15].[OH-].[NH4+]. (2) Given the product [CH3:23][C:24]([CH3:25])=[O:6].[Cl:1][C:2]1[CH:3]=[C:4]([CH:19]=[CH:20][CH:21]=1)[C:5]([N:7]=[C:8]([NH:9][C:10]1[CH:15]=[C:14]([F:16])[CH:13]=[C:12]([Cl:17])[CH:11]=1)[NH:29][C:26]1[CH:25]=[C:24]([C:23]([F:31])([F:30])[F:22])[NH:28][N:27]=1)=[O:6], predict the reactants needed to synthesize it. The reactants are: [Cl:1][C:2]1[CH:3]=[C:4]([CH:19]=[CH:20][CH:21]=1)[C:5]([NH:7][C:8](=S)[NH:9][C:10]1[CH:15]=[C:14]([F:16])[CH:13]=[C:12]([Cl:17])[CH:11]=1)=[O:6].[F:22][C:23]([F:31])([F:30])[C:24]1[NH:28][N:27]=[C:26]([NH2:29])[CH:25]=1.CN(C)CCCN=C=NCC. (3) Given the product [Br:1][CH2:2][C:3]1[CH:4]=[C:5]([CH2:9][C:10]([O:12][CH3:14])=[O:11])[CH:6]=[CH:7][CH:8]=1, predict the reactants needed to synthesize it. The reactants are: [Br:1][CH2:2][C:3]1[CH:4]=[C:5]([CH2:9][C:10]([OH:12])=[O:11])[CH:6]=[CH:7][CH:8]=1.Br[CH2:14]CC1C=CC(C(O)=O)=CC=1. (4) Given the product [F:15][C:16]1[CH:17]=[CH:18][C:19]([CH2:20][CH:21]2[CH2:22][CH2:23][N:24]([CH2:2][C:3]([NH:5][C:6]3[CH:14]=[C:13]4[C:9]([CH:10]=[N:11][NH:12]4)=[CH:8][CH:7]=3)=[O:4])[CH2:25][CH2:26]2)=[CH:27][CH:28]=1, predict the reactants needed to synthesize it. The reactants are: Cl[CH2:2][C:3]([NH:5][C:6]1[CH:14]=[C:13]2[C:9]([CH:10]=[N:11][NH:12]2)=[CH:8][CH:7]=1)=[O:4].[F:15][C:16]1[CH:28]=[CH:27][C:19]([CH2:20][CH:21]2[CH2:26][CH2:25][NH:24][CH2:23][CH2:22]2)=[CH:18][CH:17]=1. (5) Given the product [CH2:1]([N:8]1[CH2:9][CH2:10][O:11][CH:12]([C:14]2[CH:19]=[CH:18][C:17]([C:35]([NH:34][C:28]3[C:29]([Cl:33])=[CH:30][CH:31]=[CH:32][C:27]=3[Cl:26])=[O:36])=[CH:16][CH:15]=2)[CH2:13]1)[C:2]1[CH:7]=[CH:6][CH:5]=[CH:4][CH:3]=1, predict the reactants needed to synthesize it. The reactants are: [CH2:1]([N:8]1[CH2:13][CH:12]([C:14]2[CH:19]=[CH:18][C:17](Br)=[CH:16][CH:15]=2)[O:11][CH2:10][CH2:9]1)[C:2]1[CH:7]=[CH:6][CH:5]=[CH:4][CH:3]=1.[Li]CCCC.[Cl:26][C:27]1[CH:32]=[CH:31][CH:30]=[C:29]([Cl:33])[C:28]=1[N:34]=[C:35]=[O:36].C([O-])(O)=O.[Na+]. (6) Given the product [CH3:9][C:10]1[CH:11]=[CH:12][C:13]([C:16]2[N:1]([C:3]3[CH:8]=[N:7][CH:6]=[CH:5][N:4]=3)[N:2]=[C:18]([C:19]([O:21][CH2:22][CH3:23])=[O:20])[CH:17]=2)=[N:14][CH:15]=1, predict the reactants needed to synthesize it. The reactants are: [NH:1]([C:3]1[CH:8]=[N:7][CH:6]=[CH:5][N:4]=1)[NH2:2].[CH3:9][C:10]1[CH:11]=[CH:12][C:13]([C:16](=O)[CH2:17][C:18](=O)[C:19]([O:21][CH2:22][CH3:23])=[O:20])=[N:14][CH:15]=1.Cl.[OH-].[Na+]. (7) The reactants are: [C:1]([C:3]1[CH:4]=[CH:5][C:6]([C:9]([O:11]C)=[O:10])=[N:7][CH:8]=1)#[N:2].[Li+].[OH-].C(O)(=O)CC(CC(O)=O)(C(O)=O)O. Given the product [C:1]([C:3]1[CH:4]=[CH:5][C:6]([C:9]([OH:11])=[O:10])=[N:7][CH:8]=1)#[N:2], predict the reactants needed to synthesize it.